The task is: Predict the reaction yield, written as a fraction of the theoretical maximum amount of product (1.0 means a 100% yield; for example, 0.34 means a 34% yield).. This data is from Reaction yield outcomes from USPTO patents with 853,638 reactions. (1) The reactants are S(Cl)([Cl:3])=O.[O:5]1[CH2:10][CH2:9][N:8]([S:11]([C:14]2[CH:19]=[CH:18][C:17]([C:20]3[CH:21]=[C:22]4[C:27](=[CH:28][CH:29]=3)[N:26]=[CH:25][NH:24][C:23]4=O)=[CH:16][CH:15]=2)(=[O:13])=[O:12])[CH2:7][CH2:6]1. The catalyst is CN(C)C=O. The product is [ClH:3].[Cl:3][C:23]1[C:22]2[C:27](=[CH:28][CH:29]=[C:20]([C:17]3[CH:18]=[CH:19][C:14]([S:11]([N:8]4[CH2:9][CH2:10][O:5][CH2:6][CH2:7]4)(=[O:13])=[O:12])=[CH:15][CH:16]=3)[CH:21]=2)[N:26]=[CH:25][N:24]=1. The yield is 0.780. (2) The reactants are C[O:2][C:3]1[CH:8]=[CH:7][C:6]([C:9]([CH3:15])([CH3:14])[C:10]([F:13])([F:12])[F:11])=[CH:5][CH:4]=1.B(Br)(Br)Br. The catalyst is ClCCl. The product is [F:11][C:10]([F:12])([F:13])[C:9]([C:6]1[CH:7]=[CH:8][C:3]([OH:2])=[CH:4][CH:5]=1)([CH3:15])[CH3:14]. The yield is 0.970. (3) The reactants are O[C:2]1[C:11]2[C:6](=[CH:7][C:8]([O:20][CH3:21])=[C:9]([O:12][CH2:13][CH2:14][CH2:15][S:16]([CH3:19])(=[O:18])=[O:17])[CH:10]=2)[N:5]=[CH:4][N:3]=1.O=P(Cl)(Cl)[Cl:24]. No catalyst specified. The product is [Cl:24][C:2]1[C:11]2[C:6](=[CH:7][C:8]([O:20][CH3:21])=[C:9]([O:12][CH2:13][CH2:14][CH2:15][S:16]([CH3:19])(=[O:18])=[O:17])[CH:10]=2)[N:5]=[CH:4][N:3]=1. The yield is 0.650. (4) The reactants are [CH3:1][O:2][C:3](=[O:15])[CH2:4][C:5]1[C:9]2[CH:10]=[CH:11][C:12]([OH:14])=[CH:13][C:8]=2[O:7][CH:6]=1. The catalyst is CO.[Pd]. The product is [CH3:1][O:2][C:3](=[O:15])[CH2:4][CH:5]1[C:9]2[CH:10]=[CH:11][C:12]([OH:14])=[CH:13][C:8]=2[O:7][CH2:6]1. The yield is 0.760. (5) The reactants are [O:1]1[C:5]2[CH:6]=[CH:7][C:8]([C:10]3[O:14][C:13]([SH:15])=[N:12][N:11]=3)=[CH:9][C:4]=2[CH:3]=[CH:2]1.[Cl:16][C:17]1[CH:18]=[C:19]([CH:22]=[CH:23][CH:24]=1)[CH2:20]Cl. No catalyst specified. The product is [O:1]1[C:5]2[CH:6]=[CH:7][C:8]([C:10]3[O:14][C:13]([S:15][CH2:20][C:19]4[CH:22]=[CH:23][CH:24]=[C:17]([Cl:16])[CH:18]=4)=[N:12][N:11]=3)=[CH:9][C:4]=2[CH:3]=[CH:2]1. The yield is 0.890. (6) The reactants are [C:1]([O:9][C@H:10]([CH2:15][CH2:16][CH2:17][O:18][Si](C(C)(C)C)(C1C=CC=CC=1)C1C=CC=CC=1)[CH2:11][C:12]([Br:14])=[CH2:13])(=[O:8])[C:2]1[CH:7]=[CH:6][CH:5]=[CH:4][CH:3]=1.O. The catalyst is C(#N)C. The product is [C:1]([O:9][C@H:10]([CH2:15][CH2:16][CH2:17][OH:18])[CH2:11][C:12]([Br:14])=[CH2:13])(=[O:8])[C:2]1[CH:7]=[CH:6][CH:5]=[CH:4][CH:3]=1. The yield is 0.840. (7) The catalyst is O1CCOCC1.O.C1C=CC([P]([Pd]([P](C2C=CC=CC=2)(C2C=CC=CC=2)C2C=CC=CC=2)([P](C2C=CC=CC=2)(C2C=CC=CC=2)C2C=CC=CC=2)[P](C2C=CC=CC=2)(C2C=CC=CC=2)C2C=CC=CC=2)(C2C=CC=CC=2)C2C=CC=CC=2)=CC=1. The product is [CH3:35][O:36][C:37]1[CH:42]=[CH:41][C:40]([C:7]2[C:8]([CH3:32])([CH3:31])[NH:9][C:10](=[O:30])[C:11]=2[C:12]2[CH:13]=[CH:14][C:15]([O:18][CH2:19][C:20]3[CH:29]=[CH:28][C:27]4[C:22](=[CH:23][CH:24]=[CH:25][CH:26]=4)[N:21]=3)=[CH:16][CH:17]=2)=[CH:39][CH:38]=1. The reactants are FC(F)(F)S(O[C:7]1[C:8]([CH3:32])([CH3:31])[NH:9][C:10](=[O:30])[C:11]=1[C:12]1[CH:17]=[CH:16][C:15]([O:18][CH2:19][C:20]2[CH:29]=[CH:28][C:27]3[C:22](=[CH:23][CH:24]=[CH:25][CH:26]=3)[N:21]=2)=[CH:14][CH:13]=1)(=O)=O.[CH3:35][O:36][C:37]1[CH:42]=[CH:41][C:40](B(O)O)=[CH:39][CH:38]=1.C([O-])([O-])=O.[Na+].[Na+]. The yield is 0.0700.